From a dataset of Reaction yield outcomes from USPTO patents with 853,638 reactions. Predict the reaction yield, written as a fraction of the theoretical maximum amount of product (1.0 means a 100% yield; for example, 0.34 means a 34% yield). The reactants are [NH2:1][C:2]1[S:3][C:4]([CH2:12][N:13]2[CH2:18][CH2:17][O:16][CH2:15][CH2:14]2)=[C:5]([C:7]2[O:8][CH:9]=[CH:10][CH:11]=2)[N:6]=1.Cl.[C:20](Cl)(=[O:27])[C:21]1[CH:26]=[CH:25][CH:24]=[N:23][CH:22]=1.C(N(CC)CC)C.C(=O)([O-])O.[Na+]. The catalyst is CN(C=O)C. The product is [O:8]1[CH:9]=[CH:10][CH:11]=[C:7]1[C:5]1[N:6]=[C:2]([NH:1][C:20]([C:21]2[CH:22]=[N:23][CH:24]=[CH:25][CH:26]=2)=[O:27])[S:3][C:4]=1[CH2:12][N:13]1[CH2:14][CH2:15][O:16][CH2:17][CH2:18]1. The yield is 0.230.